Regression. Given a peptide amino acid sequence and an MHC pseudo amino acid sequence, predict their binding affinity value. This is MHC class II binding data. From a dataset of Peptide-MHC class II binding affinity with 134,281 pairs from IEDB. The peptide sequence is GELQIVDKIDAAHKI. The MHC is DRB1_1501 with pseudo-sequence DRB1_1501. The binding affinity (normalized) is 0.458.